From a dataset of Full USPTO retrosynthesis dataset with 1.9M reactions from patents (1976-2016). Predict the reactants needed to synthesize the given product. (1) The reactants are: [CH3:1][O:2][C:3]1[CH:11]=[C:10]2[C:6]([CH:7]=[CH:8][NH:9]2)=[C:5]2[CH:12]([CH3:24])[N:13]([C:17]([O:19][C:20]([CH3:23])([CH3:22])[CH3:21])=[O:18])[CH2:14][CH2:15][O:16][C:4]=12.[H-].[Na+].[CH3:27][O:28][C:29]1[CH:34]=[CH:33][C:32]([CH3:35])=[CH:31][C:30]=1[S:36](Cl)(=[O:38])=[O:37]. Given the product [CH3:1][O:2][C:3]1[CH:11]=[C:10]2[C:6]([CH:7]=[CH:8][N:9]2[S:36]([C:30]2[CH:31]=[C:32]([CH3:35])[CH:33]=[CH:34][C:29]=2[O:28][CH3:27])(=[O:38])=[O:37])=[C:5]2[CH:12]([CH3:24])[N:13]([C:17]([O:19][C:20]([CH3:23])([CH3:22])[CH3:21])=[O:18])[CH2:14][CH2:15][O:16][C:4]=12, predict the reactants needed to synthesize it. (2) Given the product [CH2:1]([C@@H:4]1[C@H:9]2[C@H:10]3[C@H:19]([CH2:20][CH2:21][C@:7]2([CH3:8])[C@@H:6]([OH:30])[CH2:5]1)[C:18]1[CH:17]=[CH:16][C:15]([O:22][CH2:23][C:24]2[CH:25]=[CH:26][CH:27]=[CH:28][CH:29]=2)=[CH:14][C:13]=1[CH2:12][CH2:11]3)[CH:2]=[CH2:3], predict the reactants needed to synthesize it. The reactants are: [CH2:1]([C@@H:4]1[C@H:9]2[C@H:10]3[C@H:19]([CH2:20][CH2:21][C@:7]2([CH3:8])[C:6](=[O:30])[CH2:5]1)[C:18]1[CH:17]=[CH:16][C:15]([O:22][CH2:23][C:24]2[CH:29]=[CH:28][CH:27]=[CH:26][CH:25]=2)=[CH:14][C:13]=1[CH2:12][CH2:11]3)[CH:2]=[CH2:3].[BH4-].[Na+].[NH4+].[Cl-]. (3) Given the product [CH2:1]([N:8]1[CH2:21][CH2:20][CH2:19][C:9]21[CH2:18][CH2:17][C:12]1([O:16][CH2:15][CH2:14][O:13]1)[CH2:11][CH2:10]2)[C:2]1[CH:3]=[CH:4][CH:5]=[CH:6][CH:7]=1, predict the reactants needed to synthesize it. The reactants are: [CH2:1]([N:8]1[CH2:21][CH:20](I)[CH2:19][C:9]21[CH2:18][CH2:17][C:12]1([O:16][CH2:15][CH2:14][O:13]1)[CH2:11][CH2:10]2)[C:2]1[CH:7]=[CH:6][CH:5]=[CH:4][CH:3]=1.O1C2(CCC(=O)CC2)OCC1. (4) The reactants are: [N:1]([CH2:4][CH:5]([OH:22])[CH2:6][N:7]1[C:13]2[CH:14]=[CH:15][CH:16]=[CH:17][C:12]=2[CH2:11][CH2:10][C:9]2[CH:18]=[CH:19][CH:20]=[CH:21][C:8]1=2)=[N+]=[N-].C1C=CC(P(C2C=CC=CC=2)C2C=CC=CC=2)=CC=1. Given the product [NH2:1][CH2:4][CH:5]([OH:22])[CH2:6][N:7]1[C:8]2[CH:21]=[CH:20][CH:19]=[CH:18][C:9]=2[CH2:10][CH2:11][C:12]2[CH:17]=[CH:16][CH:15]=[CH:14][C:13]1=2, predict the reactants needed to synthesize it. (5) The reactants are: [CH3:1][O:2][C:3](=[O:23])[CH2:4][C@H:5]1[CH2:10][CH2:9][C@H:8]([C:11]2[CH:16]=[CH:15][C:14]([NH:17][C:18](=[O:22])[CH2:19][CH2:20][NH2:21])=[CH:13][CH:12]=2)[CH2:7][CH2:6]1.CCN=C=NCCCN(C)C.[C:35]1([CH3:53])[CH:40]=[CH:39][CH:38]=[CH:37][C:36]=1[N:41]1[CH:45]=[C:44]([C:46](O)=[O:47])[C:43]([C:49]([F:52])([F:51])[F:50])=[N:42]1.C1C=CC2N(O)N=NC=2C=1.C(N(C(C)C)C(C)C)C. Given the product [CH3:1][O:2][C:3](=[O:23])[CH2:4][C@H:5]1[CH2:6][CH2:7][C@H:8]([C:11]2[CH:12]=[CH:13][C:14]([NH:17][C:18](=[O:22])[CH2:19][CH2:20][NH:21][C:46]([C:44]3[C:43]([C:49]([F:52])([F:51])[F:50])=[N:42][N:41]([C:36]4[CH:37]=[CH:38][CH:39]=[CH:40][C:35]=4[CH3:53])[CH:45]=3)=[O:47])=[CH:15][CH:16]=2)[CH2:9][CH2:10]1, predict the reactants needed to synthesize it. (6) Given the product [C:18]([NH:11][CH2:10][C@H:2]1[CH2:3][CH2:4][C@H:5]([C:7]([OH:9])=[O:8])[CH2:6][CH2:1]1)(=[O:20])[CH3:19], predict the reactants needed to synthesize it. The reactants are: [CH2:1]1[CH2:6][C@H:5]([C:7]([OH:9])=[O:8])[CH2:4][CH2:3][C@H:2]1[CH2:10][NH2:11].S(=O)(=O)(O)O.O.[C:18](OC(=O)C)(=[O:20])[CH3:19]. (7) Given the product [CH2:14]([O:13][C:12]([NH:11][C@@H:8]1[C:9](=[O:10])[N:6]([CH2:5][C:4]2[CH:30]=[CH:31][C:32]([O:34][CH3:35])=[CH:33][C:3]=2[O:2][CH3:1])[C@@H:7]1[CH2:22][N:23]1[C:27](=[O:28])[CH2:26][N:25]([C:41]([O:40][C:36]([CH3:39])([CH3:38])[CH3:37])=[O:42])[C:24]1=[O:29])=[O:21])[C:15]1[CH:16]=[CH:17][CH:18]=[CH:19][CH:20]=1, predict the reactants needed to synthesize it. The reactants are: [CH3:1][O:2][C:3]1[CH:33]=[C:32]([O:34][CH3:35])[CH:31]=[CH:30][C:4]=1[CH2:5][N:6]1[C:9](=[O:10])[C@@H:8]([NH:11][C:12](=[O:21])[O:13][CH2:14][C:15]2[CH:20]=[CH:19][CH:18]=[CH:17][CH:16]=2)[C@H:7]1[CH2:22][N:23]1[C:27](=[O:28])[CH2:26][NH:25][C:24]1=[O:29].[C:36]([O:40][C:41](O[C:41]([O:40][C:36]([CH3:39])([CH3:38])[CH3:37])=[O:42])=[O:42])([CH3:39])([CH3:38])[CH3:37].O. (8) Given the product [Cl:8][C:4]1[CH:5]=[CH:6][CH:7]=[C:2]([Cl:1])[C:3]=1[CH2:9][O:10][C:11]1[CH:16]=[CH:15][C:14]2[C:17]3([CH2:23][O:24][C:13]=2[CH:12]=1)[CH2:18][CH2:19][N:20]([CH2:26][CH2:27][CH2:28][P:29](=[O:36])([O:33][CH2:34][CH3:35])[O:30][CH2:31][CH3:32])[CH2:21][CH2:22]3, predict the reactants needed to synthesize it. The reactants are: [Cl:1][C:2]1[CH:7]=[CH:6][CH:5]=[C:4]([Cl:8])[C:3]=1[CH2:9][O:10][C:11]1[CH:16]=[CH:15][C:14]2[C:17]3([CH2:23][O:24][C:13]=2[CH:12]=1)[CH2:22][CH2:21][NH:20][CH2:19][CH2:18]3.Br[CH2:26][CH2:27][CH2:28][P:29](=[O:36])([O:33][CH2:34][CH3:35])[O:30][CH2:31][CH3:32].[Na+].[I-].C([O-])([O-])=O.[K+].[K+]. (9) The reactants are: [OH:1][C:2]1[N:6]([C:7]2[CH:12]=[CH:11][C:10]([C:13]([F:16])([F:15])[F:14])=[CH:9][N:8]=2)[N:5]=[C:4]([CH3:17])[C:3]=1[C:18](=O)[CH3:19].[CH3:21][O:22][C:23]([C:25]1[CH:34]=[CH:33][C:28]([C:29]([NH:31][NH2:32])=[O:30])=[CH:27][CH:26]=1)=[O:24]. Given the product [OH:1][C:2]1[N:6]([C:7]2[CH:12]=[CH:11][C:10]([C:13]([F:16])([F:15])[F:14])=[CH:9][N:8]=2)[N:5]=[C:4]([CH3:17])[C:3]=1[C:18](=[N:32][NH:31][C:29]([C:28]1[CH:33]=[CH:34][C:25]([C:23]([O:22][CH3:21])=[O:24])=[CH:26][CH:27]=1)=[O:30])[CH3:19], predict the reactants needed to synthesize it.